From a dataset of Retrosynthesis with 50K atom-mapped reactions and 10 reaction types from USPTO. Predict the reactants needed to synthesize the given product. (1) The reactants are: CC(C(=O)O)c1ccc(Cl)cc1.CC(C)C(=O)Nc1cccc(C2CCN(CCCN)CC2)c1. Given the product CC(C)C(=O)Nc1cccc(C2CCN(CCCNC(=O)C(C)c3ccc(Cl)cc3)CC2)c1, predict the reactants needed to synthesize it. (2) Given the product CCOc1cc(-c2cncc(C=O)c2)ccc1C#N, predict the reactants needed to synthesize it. The reactants are: CC1(C)OB(c2cncc(C=O)c2)OC1(C)C.CCOc1cc(Br)ccc1C#N. (3) Given the product CC(C)NC(=O)Nc1ccccc1-c1ccc(CN2C(=O)[C@H](NC(=O)CC(C)(C)NC(=O)OC(C)(C)C)CCc3ccccc32)cc1, predict the reactants needed to synthesize it. The reactants are: CC(C)(CC(=O)N[C@@H]1CCc2ccccc2N(Cc2ccc(-c3ccccc3N)cc2)C1=O)NC(=O)OC(C)(C)C.CC(C)N=C=O. (4) The reactants are: CCOC(=O)C1(C)CCN(c2ncc(-c3cc(CI)c4sc(N5CN(C)CN(CC)C5=O)nc4c3)cn2)CC1.COCCO. Given the product CCOC(=O)C1(C)CCN(c2ncc(-c3cc(COCCOC)c4sc(N5CN(C)CN(CC)C5=O)nc4c3)cn2)CC1, predict the reactants needed to synthesize it. (5) Given the product COc1cc(OC)nc(N2CC3CN(C(=O)c4c(F)cccc4-n4nccn4)CC3C2)n1, predict the reactants needed to synthesize it. The reactants are: COc1cc(OC)nc(N2CC3CNCC3C2)n1.O=C(O)c1c(F)cccc1-n1nccn1. (6) Given the product Cc1ccc(C(=O)Nc2ccccc2N2CCN(Cc3ccc(Cl)c(Cl)c3)CC2)cc1, predict the reactants needed to synthesize it. The reactants are: Cc1ccc(C(=O)Cl)cc1.Nc1ccccc1N1CCN(Cc2ccc(Cl)c(Cl)c2)CC1. (7) Given the product CC(C)N1CCOc2ccc([N+](=O)[O-])cc2C1, predict the reactants needed to synthesize it. The reactants are: CC(C)N(CCO)Cc1cc([N+](=O)[O-])ccc1F.